Dataset: CYP1A2 inhibition data for predicting drug metabolism from PubChem BioAssay. Task: Regression/Classification. Given a drug SMILES string, predict its absorption, distribution, metabolism, or excretion properties. Task type varies by dataset: regression for continuous measurements (e.g., permeability, clearance, half-life) or binary classification for categorical outcomes (e.g., BBB penetration, CYP inhibition). Dataset: cyp1a2_veith. (1) The compound is Clc1ccc(-c2nnc(-c3ccc(Br)cc3)c(N3CCSCC3)n2)cc1. The result is 1 (inhibitor). (2) The compound is CCn1c(SCc2cccc(C)c2)nnc1-c1ccc(C)cc1. The result is 1 (inhibitor). (3) The molecule is Cc1ccc(NCCC(=O)c2ccc(Cl)c(Cl)c2)cc1. The result is 1 (inhibitor). (4) The molecule is CCOC(=O)C1=C(C)NC2=C(C(=O)C(C(=O)OCC)C(c3ccc(OC)cc3)C2)C1c1ccccn1. The result is 0 (non-inhibitor). (5) The result is 1 (inhibitor). The drug is Cc1cccc(CNc2cc(-c3cccc(C#N)c3)ncn2)c1.